Predict which catalyst facilitates the given reaction. From a dataset of Catalyst prediction with 721,799 reactions and 888 catalyst types from USPTO. (1) Reactant: [CH:1]1([N:4]2[C:12](=[O:13])[C:11]3[NH:10][C:9]([C:14]4[CH:15]=[N:16][C:17]([NH:20][CH2:21][CH2:22][O:23][CH3:24])=[CH:18][CH:19]=4)=[N:8][C:7]=3[N:6]([CH2:25][CH2:26][CH3:27])[C:5]2=[O:28])[CH2:3][CH2:2]1.O1CCCC1.C(N(CC)C(C)C)(C)C.[F:43][C:44]1[CH:52]=[CH:51][C:47]([C:48](Cl)=[O:49])=[CH:46][N:45]=1. Product: [CH:1]1([N:4]2[C:12](=[O:13])[C:11]3[NH:10][C:9]([C:14]4[CH:19]=[CH:18][C:17]([N:20]([CH2:21][CH2:22][O:23][CH3:24])[C:48](=[O:49])[C:47]5[CH:51]=[CH:52][C:44]([F:43])=[N:45][CH:46]=5)=[N:16][CH:15]=4)=[N:8][C:7]=3[N:6]([CH2:25][CH2:26][CH3:27])[C:5]2=[O:28])[CH2:2][CH2:3]1. The catalyst class is: 6. (2) Reactant: C[O:2][C:3]([C:5]1[CH:10]=[CH:9][C:8]([NH:11][C:12]2[C:17]([Cl:18])=[CH:16][C:15]([C:19]3[N:23]([CH2:24][CH2:25][CH3:26])[C:22]4[C:27]([Cl:31])=[CH:28][CH:29]=[CH:30][C:21]=4[N:20]=3)=[CH:14][N:13]=2)=[CH:7][N:6]=1)=O.[H-].[H-].[H-].[H-].[Li+].[Al+3].O.[OH-].[Na+]. Product: [Cl:18][C:17]1[C:12]([NH:11][C:8]2[CH:9]=[CH:10][C:5]([CH2:3][OH:2])=[N:6][CH:7]=2)=[N:13][CH:14]=[C:15]([C:19]2[N:23]([CH2:24][CH2:25][CH3:26])[C:22]3[C:27]([Cl:31])=[CH:28][CH:29]=[CH:30][C:21]=3[N:20]=2)[CH:16]=1. The catalyst class is: 49.